This data is from Forward reaction prediction with 1.9M reactions from USPTO patents (1976-2016). The task is: Predict the product of the given reaction. (1) Given the reactants [O:1]=[C:2]([CH2:26][CH2:27][CH2:28][CH2:29][CH2:30][CH2:31][CH2:32][CH2:33][CH2:34][CH2:35][CH2:36][C:37]([O:39][CH:40]([CH2:45][CH:46]([CH3:48])[CH3:47])[CH2:41][CH:42]([CH3:44])[CH3:43])=[O:38])[CH2:3][CH2:4][CH2:5][CH2:6][CH2:7][CH2:8][CH2:9][CH2:10][CH2:11][CH2:12][CH2:13][C:14]([O:16][CH:17]([CH2:22][CH:23]([CH3:25])[CH3:24])[CH2:18][CH:19]([CH3:21])[CH3:20])=[O:15].[BH4-].[Na+], predict the reaction product. The product is: [OH:1][CH:2]([CH2:3][CH2:4][CH2:5][CH2:6][CH2:7][CH2:8][CH2:9][CH2:10][CH2:11][CH2:12][CH2:13][C:14]([O:16][CH:17]([CH2:22][CH:23]([CH3:25])[CH3:24])[CH2:18][CH:19]([CH3:21])[CH3:20])=[O:15])[CH2:26][CH2:27][CH2:28][CH2:29][CH2:30][CH2:31][CH2:32][CH2:33][CH2:34][CH2:35][CH2:36][C:37]([O:39][CH:40]([CH2:45][CH:46]([CH3:47])[CH3:48])[CH2:41][CH:42]([CH3:44])[CH3:43])=[O:38]. (2) Given the reactants [F:1][C:2]1[CH:3]=[C:4]2[C:8](=[CH:9][CH:10]=1)[NH:7][C:6](=[O:11])[CH2:5]2.[I:12][C:13]1[C:21]2[C:16](=[CH:17][C:18]([CH:22]=O)=[CH:19][CH:20]=2)[N:15]([CH2:24][O:25][CH2:26][CH2:27][Si:28]([CH3:31])([CH3:30])[CH3:29])[N:14]=1, predict the reaction product. The product is: [F:1][C:2]1[CH:3]=[C:4]2[C:8](=[CH:9][CH:10]=1)[NH:7][C:6](=[O:11])/[C:5]/2=[CH:22]/[C:18]1[CH:17]=[C:16]2[C:21]([C:13]([I:12])=[N:14][N:15]2[CH2:24][O:25][CH2:26][CH2:27][Si:28]([CH3:31])([CH3:30])[CH3:29])=[CH:20][CH:19]=1. (3) Given the reactants [CH3:1][C:2]1[S:3][CH:4]=[C:5]([C:7]([O:9][CH2:10][CH3:11])=[O:8])[N:6]=1.[Br:12]N1C(=O)CCC1=O.N(C(C)(C)C#N)=NC(C)(C)C#N, predict the reaction product. The product is: [Br:12][CH2:1][C:2]1[S:3][CH:4]=[C:5]([C:7]([O:9][CH2:10][CH3:11])=[O:8])[N:6]=1. (4) Given the reactants [CH3:1][N:2]1[C:14](=[O:15])[N:13]([CH3:16])[C:12](=[O:17])[C:11]2[C:3]1=[C:4]1[N:9]([C:10]=2[C:18]2[CH:23]=[CH:22][CH:21]=[CH:20][CH:19]=2)[NH:8][CH2:7][CH:6]=[C:5]1OS(C(F)(F)F)(=O)=O.[Li+].[Cl-].[CH3:34][C:35]1[N:36]=[C:37]([Sn](CCCC)(CCCC)CCCC)[S:38][CH:39]=1, predict the reaction product. The product is: [CH3:1][N:2]1[C:3]2=[C:4]3[C:5]([C:37]4[S:38][CH:39]=[C:35]([CH3:34])[N:36]=4)=[CH:6][CH2:7][NH:8][N:9]3[C:10]([C:18]3[CH:19]=[CH:20][CH:21]=[CH:22][CH:23]=3)=[C:11]2[C:12](=[O:17])[N:13]([CH3:16])[C:14]1=[O:15].